From a dataset of Full USPTO retrosynthesis dataset with 1.9M reactions from patents (1976-2016). Predict the reactants needed to synthesize the given product. Given the product [C:23]([NH:27][C:20]([C:17]1[C:15]2[C:14](=[N:13][CH:12]=[C:11]([C:4]3[C:5]4[C:10](=[CH:9][CH:8]=[CH:7][CH:6]=4)[N:2]([CH3:1])[N:3]=3)[N:16]=2)[NH:19][CH:18]=1)=[O:21])([CH3:26])([CH3:25])[CH3:24], predict the reactants needed to synthesize it. The reactants are: [CH3:1][N:2]1[C:10]2[C:5](=[CH:6][CH:7]=[CH:8][CH:9]=2)[C:4]([C:11]2[N:16]=[C:15]3[C:17]([C:20](O)=[O:21])=[CH:18][NH:19][C:14]3=[N:13][CH:12]=2)=[N:3]1.[C:23]([NH2:27])([CH3:26])([CH3:25])[CH3:24].CN(C(ON1N=NC2C=CC=NC1=2)=[N+](C)C)C.F[P-](F)(F)(F)(F)F.